Dataset: Forward reaction prediction with 1.9M reactions from USPTO patents (1976-2016). Task: Predict the product of the given reaction. (1) Given the reactants [C:1]1([CH3:21])[CH:6]=[CH:5][C:4]([S:7]([N:10]2[C:14]3=[N:15][CH:16]=[CH:17][CH:18]=[C:13]3[CH:12]=[C:11]2C=O)(=[O:9])=[O:8])=[CH:3][CH:2]=1.ClC1C=CC=C(C(OO)=[O:30])C=1.S([O-])([O-])=O.[Na+].[Na+], predict the reaction product. The product is: [C:1]1([CH3:21])[CH:6]=[CH:5][C:4]([S:7]([N:10]2[C:14]3=[N:15][CH:16]=[CH:17][CH:18]=[C:13]3[CH2:12][C:11]2=[O:30])(=[O:9])=[O:8])=[CH:3][CH:2]=1. (2) Given the reactants [CH3:1][C:2]1[N:7]=[C:6]([C:8]2[CH:13]=[CH:12][CH:11]=[C:10]([C:14]3[CH:15]=[C:16]([S:20](Cl)(=[O:22])=[O:21])[CH:17]=[CH:18][CH:19]=3)[N:9]=2)[CH:5]=[C:4]([C:24]2[CH:29]=[CH:28][C:27]([C:30]([F:33])([F:32])[F:31])=[CH:26][CH:25]=2)[CH:3]=1.[F:34][C:35]1[CH:42]=[CH:41][C:38]([CH2:39][NH2:40])=[CH:37][CH:36]=1, predict the reaction product. The product is: [F:34][C:35]1[CH:42]=[CH:41][C:38]([CH2:39][NH:40][S:20]([C:16]2[CH:17]=[CH:18][CH:19]=[C:14]([C:10]3[N:9]=[C:8]([C:6]4[CH:5]=[C:4]([C:24]5[CH:29]=[CH:28][C:27]([C:30]([F:33])([F:31])[F:32])=[CH:26][CH:25]=5)[CH:3]=[C:2]([CH3:1])[N:7]=4)[CH:13]=[CH:12][CH:11]=3)[CH:15]=2)(=[O:22])=[O:21])=[CH:37][CH:36]=1. (3) Given the reactants [CH2:1]([O:3][C:4]([C:6]1[CH:10]=[CH:9][NH:8][N:7]=1)=[O:5])[CH3:2].[Cl:11]N1C(=O)CCC1=O, predict the reaction product. The product is: [CH2:1]([O:3][C:4]([C:6]1[C:10]([Cl:11])=[CH:9][NH:8][N:7]=1)=[O:5])[CH3:2]. (4) Given the reactants [NH2:1][C:2]1[CH:7]=[CH:6][C:5]([CH2:8][NH:9][C:10](=[O:36])[C:11]2[CH:16]=[CH:15][CH:14]=[C:13]([NH:17][C:18]([C:20]3[C:21]([C:26]4[CH:31]=[CH:30][C:29]([C:32]([F:35])([F:34])[F:33])=[CH:28][CH:27]=4)=[CH:22][CH:23]=[CH:24][CH:25]=3)=[O:19])[CH:12]=2)=[CH:4][CH:3]=1.[N:37]1[CH:42]=[CH:41][C:40]([C:43](O)=[O:44])=[N:39][CH:38]=1.C(P(O)(=O)O)CC.CN1CCOCC1, predict the reaction product. The product is: [N:37]1[CH:42]=[CH:41][C:40]([C:43]([NH:1][C:2]2[CH:7]=[CH:6][C:5]([CH2:8][NH:9][C:10](=[O:36])[C:11]3[CH:16]=[CH:15][CH:14]=[C:13]([NH:17][C:18]([C:20]4[C:21]([C:26]5[CH:27]=[CH:28][C:29]([C:32]([F:33])([F:34])[F:35])=[CH:30][CH:31]=5)=[CH:22][CH:23]=[CH:24][CH:25]=4)=[O:19])[CH:12]=3)=[CH:4][CH:3]=2)=[O:44])=[N:39][CH:38]=1. (5) Given the reactants [ClH:1].[CH3:2][O:3][C:4]1[C:13]2[C:8](=[CH:9][CH:10]=[CH:11][CH:12]=2)[CH:7]=[C:6]([CH2:14][CH:15]([NH2:17])[CH3:16])[CH:5]=1.[Br:18]Br, predict the reaction product. The product is: [ClH:1].[Br:18][C:7]1[C:8]2[C:13](=[CH:12][CH:11]=[CH:10][CH:9]=2)[C:4]([O:3][CH3:2])=[CH:5][C:6]=1[CH2:14][CH:15]([NH2:17])[CH3:16]. (6) Given the reactants [NH2:1][C:2]([NH2:4])=[O:3].[N+:5]([O-:8])([OH:7])=[O:6], predict the reaction product. The product is: [C:2]([NH2:4])([NH2:1])=[O:3].[NH+:5]([O-:7])=[O:6].[N+:5]([O-:8])([OH:7])=[O:6].